Task: Predict the product of the given reaction.. Dataset: Forward reaction prediction with 1.9M reactions from USPTO patents (1976-2016) (1) Given the reactants Br[C:2]1[CH:7]=[CH:6][C:5]([S:8]([CH3:11])(=[O:10])=[O:9])=[CH:4][C:3]=1[CH3:12].[B:13]1([B:13]2[O:17][C:16]([CH3:19])([CH3:18])[C:15]([CH3:21])([CH3:20])[O:14]2)[O:17][C:16]([CH3:19])([CH3:18])[C:15]([CH3:21])([CH3:20])[O:14]1.C([O-])(=O)C.[K+], predict the reaction product. The product is: [CH3:20][C:15]1([CH3:21])[C:16]([CH3:19])([CH3:18])[O:17][B:13]([C:2]2[CH:7]=[CH:6][C:5]([S:8]([CH3:11])(=[O:10])=[O:9])=[CH:4][C:3]=2[CH3:12])[O:14]1. (2) The product is: [C:10]([O-:22])(=[O:21])[CH2:11][C:12]([CH2:17][C:18]([O-:20])=[O:19])([C:14]([O-:16])=[O:15])[OH:13].[K+:52].[K+:52].[K+:52].[C:26]([O-:38])(=[O:37])[CH2:27][C:28]([CH2:33][C:34]([O-:36])=[O:35])([C:30]([O-:32])=[O:31])[OH:29].[Mg+2:23].[Mg+2:23].[Mg+2:23].[C:39]([O-:51])(=[O:50])[CH2:40][C:41]([CH2:46][C:47]([O-:49])=[O:48])([C:43]([O-:45])=[O:44])[OH:42]. Given the reactants O.O.O.O.O.O.O.O.O.[C:10]([O-:22])(=[O:21])[CH2:11][C:12]([CH2:17][C:18]([O-:20])=[O:19])([C:14]([O-:16])=[O:15])[OH:13].[Mg+2:23].[Mg+2].[Mg+2].[C:26]([O-:38])(=[O:37])[CH2:27][C:28]([CH2:33][C:34]([O-:36])=[O:35])([C:30]([O-:32])=[O:31])[OH:29].[C:39]([O-:51])(=[O:50])[CH2:40][C:41]([CH2:46][C:47]([O-:49])=[O:48])([C:43]([O-:45])=[O:44])[OH:42].[K+:52].[K+].[K+].[Mg], predict the reaction product. (3) Given the reactants [F:1][C:2]1[CH:3]=[C:4]2[C:9](=[CH:10][CH:11]=1)[N:8]=[CH:7][C:6]([C:12]([NH:14][C:15]13[C:33](=[O:34])[C:32]4[C:27](=[CH:28][CH:29]=[CH:30][C:31]=4[N+:35]([O-])=O)[C:16]1([OH:38])[O:17][C:18]1[CH:23]=[C:22]([CH:24]([CH3:26])[CH3:25])[CH:21]=[CH:20][C:19]=13)=[O:13])=[C:5]2[O:39][CH3:40], predict the reaction product. The product is: [NH2:35][C:31]1[CH:30]=[CH:29][CH:28]=[C:27]2[C:32]=1[C:33](=[O:34])[C:15]1([NH:14][C:12]([C:6]3[CH:7]=[N:8][C:9]4[C:4]([C:5]=3[O:39][CH3:40])=[CH:3][C:2]([F:1])=[CH:11][CH:10]=4)=[O:13])[C:19]3[CH:20]=[CH:21][C:22]([CH:24]([CH3:25])[CH3:26])=[CH:23][C:18]=3[O:17][C:16]12[OH:38]. (4) Given the reactants C1C(=O)N([Br:8])C(=O)C1.[Cl:9][C:10]1[C:16]([F:17])=[CH:15][CH:14]=[CH:13][C:11]=1[NH2:12].O, predict the reaction product. The product is: [Br:8][C:15]1[CH:14]=[CH:13][C:11]([NH2:12])=[C:10]([Cl:9])[C:16]=1[F:17]. (5) Given the reactants [Cl-].[CH2:2]([NH+:9]1[CH2:13][CH:12](S(C2C=CC=CC=2)=O)[C:11]([C:26]2[CH:31]=[C:30]([Cl:32])[CH:29]=[C:28]([Cl:33])[CH:27]=2)([C:22]([F:25])([F:24])[F:23])[CH2:10]1)[C:3]1[CH:8]=[CH:7][CH:6]=[CH:5][CH:4]=1.C(=O)([O-])[O-].[Na+].[Na+].O, predict the reaction product. The product is: [CH2:2]([N:9]1[CH:13]=[CH:12][C:11]([C:26]2[CH:27]=[C:28]([Cl:33])[CH:29]=[C:30]([Cl:32])[CH:31]=2)([C:22]([F:25])([F:24])[F:23])[CH2:10]1)[C:3]1[CH:8]=[CH:7][CH:6]=[CH:5][CH:4]=1.